From a dataset of Forward reaction prediction with 1.9M reactions from USPTO patents (1976-2016). Predict the product of the given reaction. The product is: [C:1]([O:5][C:6]([N:8]1[CH2:18][CH2:17][C:11]2[N:12]=[C:13]([NH:16][C:20]3[CH:21]=[C:22]([O:30][CH3:31])[C:23]([O:28][CH3:29])=[C:24]([O:26][CH3:27])[CH:25]=3)[N:14]=[CH:15][C:10]=2[CH2:9]1)=[O:7])([CH3:4])([CH3:2])[CH3:3]. Given the reactants [C:1]([O:5][C:6]([N:8]1[CH2:18][CH2:17][C:11]2[N:12]=[C:13]([NH2:16])[N:14]=[CH:15][C:10]=2[CH2:9]1)=[O:7])([CH3:4])([CH3:3])[CH3:2].Br[C:20]1[CH:21]=[C:22]([O:30][CH3:31])[C:23]([O:28][CH3:29])=[C:24]([O:26][CH3:27])[CH:25]=1.CC(C1C=C(C(C)C)C(C2C(P(C3CCCCC3)C3CCCCC3)=C(OC)C=CC=2OC)=C(C(C)C)C=1)C.C(=O)([O-])[O-].[Cs+].[Cs+], predict the reaction product.